From a dataset of Forward reaction prediction with 1.9M reactions from USPTO patents (1976-2016). Predict the product of the given reaction. (1) Given the reactants [F:1][C:2]1[CH:7]=[CH:6][C:5]([CH3:8])=[CH:4][C:3]=1[NH:9][C:10]([NH:12][C:13]1[CH:42]=[CH:41][C:16]([O:17][C:18]2[CH:23]=[CH:22][N:21]=[C:20]([C:24]3[NH:28][CH:27]=[C:26]([C:29]([NH:31][CH:32]([CH2:36][CH2:37][C:38](O)=[O:39])[C:33]([OH:35])=O)=[O:30])[CH:25]=3)[CH:19]=2)=[CH:15][CH:14]=1)=[O:11].Cl.C[N:45](C)[CH2:46][CH2:47]CN=C=NCC.[CH2:55]1[CH2:59]OCC1.Cl.C[N:62](C=O)C, predict the reaction product. The product is: [CH2:46]([NH:45][C:33](=[O:35])[CH:32]([NH:31][C:29]([C:26]1[CH:25]=[C:24]([C:20]2[CH:19]=[C:18]([O:17][C:16]3[CH:41]=[CH:42][C:13]([NH:12][C:10]([NH:9][C:3]4[CH:4]=[C:5]([CH3:8])[CH:6]=[CH:7][C:2]=4[F:1])=[O:11])=[CH:14][CH:15]=3)[CH:23]=[CH:22][N:21]=2)[NH:28][CH:27]=1)=[O:30])[CH2:36][CH2:37][C:38]([NH:62][CH2:59][CH3:55])=[O:39])[CH3:47]. (2) Given the reactants [Al+3].[Cl-].[Cl-].[Cl-].[Br:5][C:6]1[CH:7]=[C:8]2[CH:14]=[CH:13][NH:12][C:9]2=[N:10][CH:11]=1.[Br:15][CH2:16][C:17](Cl)=[O:18], predict the reaction product. The product is: [Br:15][CH2:16][C:17]([C:14]1[C:8]2[C:9](=[N:10][CH:11]=[C:6]([Br:5])[CH:7]=2)[NH:12][CH:13]=1)=[O:18]. (3) Given the reactants [NH2:1][C:2]1[S:3][C@:4]2([C:21]([O:23][CH2:24][CH3:25])=[O:22])[C@H:6]([C@:7]([C:10]3[CH:15]=[C:14]([N+:16]([O-])=O)[CH:13]=[C:12]([F:19])[C:11]=3[F:20])([CH3:9])[N:8]=1)[CH2:5]2, predict the reaction product. The product is: [NH2:1][C:2]1[S:3][C@:4]2([C:21]([O:23][CH2:24][CH3:25])=[O:22])[C@H:6]([C@:7]([C:10]3[CH:15]=[C:14]([NH2:16])[CH:13]=[C:12]([F:19])[C:11]=3[F:20])([CH3:9])[N:8]=1)[CH2:5]2. (4) Given the reactants [Br:1][C:2]1[CH:7]=[CH:6][C:5]([OH:8])=[C:4]([CH:9]2[CH2:13][CH2:12][CH2:11][CH2:10]2)[CH:3]=1.C([O-])([O-])=O.[Cs+].[Cs+].[CH2:20](Br)[C:21]1[CH:26]=[CH:25][CH:24]=[CH:23][CH:22]=1, predict the reaction product. The product is: [CH2:20]([O:8][C:5]1[CH:6]=[CH:7][C:2]([Br:1])=[CH:3][C:4]=1[CH:9]1[CH2:13][CH2:12][CH2:11][CH2:10]1)[C:21]1[CH:26]=[CH:25][CH:24]=[CH:23][CH:22]=1. (5) The product is: [CH3:1][O:2][C:3](=[O:14])[CH2:4][CH2:5][C:6]1[CH:11]=[CH:10][C:9]([O:12][CH2:18][CH2:17][C@@H:16]([OH:15])[CH3:30])=[CH:8][C:7]=1[CH3:13]. Given the reactants [CH3:1][O:2][C:3](=[O:14])[CH2:4][CH2:5][C:6]1[CH:11]=[CH:10][C:9]([OH:12])=[CH:8][C:7]=1[CH3:13].[OH:15][C@@H:16]([CH3:30])[CH2:17][CH2:18]OS(C1C=CC(C)=CC=1)(=O)=O.C(=O)([O-])[O-].[Cs+].[Cs+], predict the reaction product. (6) Given the reactants [Cl:1][C:2]1[N:3]=[CH:4][NH:5][C:6]=1[Cl:7].[OH-].[K+].[Br:10][CH2:11][CH3:12].[K+].[Br-].Br[CH2:16][CH2:17][C:18]1[CH:27]=[CH:26][C:25]2[C:20](=[CH:21][CH:22]=[CH:23][CH:24]=2)[CH:19]=1, predict the reaction product. The product is: [Br-:10].[CH2:16]([N+:3]1[C:2]([Cl:1])=[C:6]([Cl:7])[N:5]([C:18]2([CH2:17][CH3:16])[CH:27]=[CH:26][C:25]3[C:20](=[CH:21][CH:22]=[CH:23][CH:24]=3)[CH2:19]2)[CH:4]=1)[CH2:17][CH2:18][CH2:19][CH2:20][CH2:21][CH2:22][CH2:11][CH3:12]. (7) Given the reactants [CH3:1][O:2][C:3]1[CH:8]=[CH:7][C:6]([NH:9][C:10](=[O:19])[C:11]2[CH:16]=[C:15]([F:17])[CH:14]=[CH:13][C:12]=2[NH2:18])=[CH:5][CH:4]=1.[N:20]1[CH:25]=[CH:24][C:23]([N:26]2[CH2:34][CH2:33][CH:29]([C:30]([Cl:32])=[O:31])[CH2:28][CH2:27]2)=[CH:22][CH:21]=1, predict the reaction product. The product is: [ClH:32].[F:17][C:15]1[CH:14]=[CH:13][C:12]([NH:18][C:30]([CH:29]2[CH2:28][CH2:27][N:26]([C:23]3[CH:22]=[CH:21][N:20]=[CH:25][CH:24]=3)[CH2:34][CH2:33]2)=[O:31])=[C:11]([CH:16]=1)[C:10]([NH:9][C:6]1[CH:7]=[CH:8][C:3]([O:2][CH3:1])=[CH:4][CH:5]=1)=[O:19].